This data is from Forward reaction prediction with 1.9M reactions from USPTO patents (1976-2016). The task is: Predict the product of the given reaction. (1) The product is: [CH3:1][C:2]1[N:7]=[C:6]([C:8]([N:49]2[C@H:50]([CH2:54][NH:55][C:56]3[CH:61]=[N:60][C:59]([C:62]([F:65])([F:63])[F:64])=[CH:58][N:57]=3)[CH2:51][C@H:52]3[C@H:47]([CH2:53]3)[CH2:48]2)=[O:10])[C:5]([N:11]2[CH:15]=[CH:14][CH:13]=[N:12]2)=[CH:4][CH:3]=1. Given the reactants [CH3:1][C:2]1[N:7]=[C:6]([C:8]([OH:10])=O)[C:5]([N:11]2[CH:15]=[CH:14][CH:13]=[N:12]2)=[CH:4][CH:3]=1.CN(C(ON1N=NC2C=CC=CC1=2)=[N+](C)C)C.[B-](F)(F)(F)F.CCN(C(C)C)C(C)C.[C@H:47]12[CH2:53][C@H:52]1[CH2:51][C@@H:50]([CH2:54][NH:55][C:56]1[CH:61]=[N:60][C:59]([C:62]([F:65])([F:64])[F:63])=[CH:58][N:57]=1)[NH:49][CH2:48]2.C([O-])(O)=O.[Na+], predict the reaction product. (2) Given the reactants [NH2:1][C:2]1[CH:3]=[C:4]2[C:8](=[CH:9][CH:10]=1)[N:7]([C:11]1[N:19]=[C:18]([NH:20][C@H:21]3[CH2:26][CH2:25][C@H:24]([NH:27][C:28]([O:30][C:31]([CH3:34])([CH3:33])[CH3:32])=[O:29])[CH2:23][CH2:22]3)[N:17]=[C:16]3[C:12]=1[N:13]=[CH:14][N:15]3[C:35]([O:37][C:38]([CH3:41])([CH3:40])[CH3:39])=[O:36])[CH2:6][CH2:5]2.[CH3:42][N:43]([CH3:53])[C:44]1[CH:49]=[CH:48][C:47]([N:50]=[C:51]=[O:52])=[CH:46][CH:45]=1.ClCCl, predict the reaction product. The product is: [CH3:42][N:43]([CH3:53])[C:44]1[CH:49]=[CH:48][C:47]([NH:50][C:51]([NH:1][C:2]2[CH:3]=[C:4]3[C:8](=[CH:9][CH:10]=2)[N:7]([C:11]2[N:19]=[C:18]([NH:20][C@H:21]4[CH2:26][CH2:25][C@H:24]([NH:27][C:28]([O:30][C:31]([CH3:33])([CH3:34])[CH3:32])=[O:29])[CH2:23][CH2:22]4)[N:17]=[C:16]4[C:12]=2[N:13]=[CH:14][N:15]4[C:35]([O:37][C:38]([CH3:41])([CH3:40])[CH3:39])=[O:36])[CH2:6][CH2:5]3)=[O:52])=[CH:46][CH:45]=1. (3) Given the reactants Br[C:2]1[CH:11]=[C:10]2[C:5]([CH:6]=[CH:7][C:8]([C:12]([NH:14][C:15]3[CH:16]=[N:17][CH:18]=[CH:19][C:20]=3[N:21]3[CH2:26][C@H:25]([CH3:27])[C@@H:24]([O:28][Si:29]([C:32]([CH3:35])([CH3:34])[CH3:33])([CH3:31])[CH3:30])[C@H:23]([NH:36][C:37](=[O:43])[O:38][C:39]([CH3:42])([CH3:41])[CH3:40])[CH2:22]3)=[O:13])=[N:9]2)=[CH:4][CH:3]=1.CC1(C)C(C)(C)OB([C:52]2[CH2:53][CH2:54][O:55][CH2:56][CH:57]=2)O1.[O-]P([O-])([O-])=O.[K+].[K+].[K+], predict the reaction product. The product is: [Si:29]([O:28][C@@H:24]1[C@@H:25]([CH3:27])[CH2:26][N:21]([C:20]2[CH:19]=[CH:18][N:17]=[CH:16][C:15]=2[NH:14][C:12]([C:8]2[CH:7]=[CH:6][C:5]3[C:10](=[CH:11][C:2]([C:52]4[CH2:57][CH2:56][O:55][CH2:54][CH:53]=4)=[CH:3][CH:4]=3)[N:9]=2)=[O:13])[CH2:22][C@H:23]1[NH:36][C:37](=[O:43])[O:38][C:39]([CH3:42])([CH3:41])[CH3:40])([C:32]([CH3:33])([CH3:35])[CH3:34])([CH3:30])[CH3:31]. (4) The product is: [C:20]([O:19][C:18](=[O:24])[NH:17][CH2:16][C:14]1[NH:15][C:8]2[C:7]([O:6][C:5]3[CH:25]=[CH:26][C:2]([NH:1][C:44]([NH:43][C:39]4[CH:40]=[CH:41][CH:42]=[C:37]([C:36]([F:35])([F:46])[F:47])[CH:38]=4)=[O:45])=[C:3]([Cl:27])[CH:4]=3)=[N:12][CH:11]=[N:10][C:9]=2[CH:13]=1)([CH3:22])([CH3:23])[CH3:21]. Given the reactants [NH2:1][C:2]1[CH:26]=[CH:25][C:5]([O:6][C:7]2[C:8]3[NH:15][C:14]([CH2:16][NH:17][C:18](=[O:24])[O:19][C:20]([CH3:23])([CH3:22])[CH3:21])=[CH:13][C:9]=3[N:10]=[CH:11][N:12]=2)=[CH:4][C:3]=1[Cl:27].C(N(CC)CC)C.[F:35][C:36]([F:47])([F:46])[C:37]1[CH:38]=[C:39]([N:43]=[C:44]=[O:45])[CH:40]=[CH:41][CH:42]=1, predict the reaction product. (5) Given the reactants [CH3:1][O:2][C:3]1[C:8]([N+:9]([O-])=O)=[CH:7][CH:6]=[CH:5][N:4]=1.[H][H], predict the reaction product. The product is: [CH3:1][O:2][C:3]1[C:8]([NH2:9])=[CH:7][CH:6]=[CH:5][N:4]=1. (6) Given the reactants [N+:1]([C:4]1[CH:5]=[C:6]([N:10]2[CH2:15][CH2:14][NH:13][CH2:12][C:11]2=[O:16])[CH:7]=[CH:8][CH:9]=1)([O-:3])=[O:2].[CH:17](=O)[CH3:18].C(O)(=O)C.C([BH3-])#N.[Na+], predict the reaction product. The product is: [CH2:17]([N:13]1[CH2:14][CH2:15][N:10]([C:6]2[CH:7]=[CH:8][CH:9]=[C:4]([N+:1]([O-:3])=[O:2])[CH:5]=2)[C:11](=[O:16])[CH2:12]1)[CH3:18]. (7) The product is: [F:19][C:20]1[C:21]([C:10]2[CH:11]=[CH:12][C:13]([O:14][CH3:15])=[C:8]([F:7])[CH:9]=2)=[CH:22][C:23](=[O:44])[N:24]([CH2:26][CH2:27][C@@:28]([CH3:43])([S:39]([CH3:42])(=[O:40])=[O:41])[C:29]([NH:31][O:32][CH:33]2[CH2:38][CH2:37][CH2:36][CH2:35][O:34]2)=[O:30])[CH:25]=1. Given the reactants C(=O)([O-])[O-].[K+].[K+].[F:7][C:8]1[CH:9]=[C:10](B(O)O)[CH:11]=[CH:12][C:13]=1[O:14][CH3:15].[F:19][C:20]1[C:21](I)=[CH:22][C:23](=[O:44])[N:24]([CH2:26][CH2:27][C@@:28]([CH3:43])([S:39]([CH3:42])(=[O:41])=[O:40])[C:29]([NH:31][O:32][CH:33]2[CH2:38][CH2:37][CH2:36][CH2:35][O:34]2)=[O:30])[CH:25]=1, predict the reaction product. (8) The product is: [Cl:12][C:9]1[N:10]=[C:11]2[C:6](=[CH:7][CH:8]=1)[N:5]=[CH:4][C:3]([C:13](=[O:16])[CH2:14][CH3:15])=[C:2]2[NH:17][C:18]1[CH:19]=[CH:20][C:21]([N:24]2[CH2:29][CH2:28][CH2:27][C@@H:26]([NH:30][C:31](=[O:37])[O:32][C:33]([CH3:35])([CH3:34])[CH3:36])[CH2:25]2)=[N:22][CH:23]=1. Given the reactants Cl[C:2]1[C:11]2[C:6](=[CH:7][CH:8]=[C:9]([Cl:12])[N:10]=2)[N:5]=[CH:4][C:3]=1[C:13](=[O:16])[CH2:14][CH3:15].[NH2:17][C:18]1[CH:19]=[CH:20][C:21]([N:24]2[CH2:29][CH2:28][CH2:27][C@@H:26]([NH:30][C:31](=[O:37])[O:32][C:33]([CH3:36])([CH3:35])[CH3:34])[CH2:25]2)=[N:22][CH:23]=1, predict the reaction product. (9) Given the reactants Br[C:2]1[CH:3]=[CH:4][C:5]2[C:6]3[CH2:15][N:14]([C:16]([O:18][C:19]([CH3:22])([CH3:21])[CH3:20])=[O:17])[CH2:13][CH2:12][C:7]=3[N:8]([CH3:11])[C:9]=2[CH:10]=1.[N:23]1[CH:28]=[CH:27][CH:26]=[CH:25][C:24]=1[CH2:29][CH2:30][N:31]1[CH2:36][CH2:35][NH:34][C:33](=[O:37])[CH2:32]1, predict the reaction product. The product is: [CH3:11][N:8]1[C:9]2[CH:10]=[C:2]([N:34]3[CH2:35][CH2:36][N:31]([CH2:30][CH2:29][C:24]4[CH:25]=[CH:26][CH:27]=[CH:28][N:23]=4)[CH2:32][C:33]3=[O:37])[CH:3]=[CH:4][C:5]=2[C:6]2[CH2:15][N:14]([C:16]([O:18][C:19]([CH3:22])([CH3:21])[CH3:20])=[O:17])[CH2:13][CH2:12][C:7]1=2.